Dataset: Full USPTO retrosynthesis dataset with 1.9M reactions from patents (1976-2016). Task: Predict the reactants needed to synthesize the given product. Given the product [CH2:25]([O:8][C:9]([N:11]1[CH:15]([C:16](=[O:18])[NH:82][C:83]2[S:84][CH:85]=[C:86]([C:88]3[CH:89]=[CH:90][C:91]([C:92](=[O:93])[NH:94][CH:95]4[CH2:96][CH2:97]4)=[CH:98][CH:99]=3)[N:87]=2)[CH2:14][S:13][CH:12]1[C:19]1[N:20]([CH3:24])[CH:21]=[CH:22][N:23]=1)=[O:10])[C:26]1[CH:31]=[CH:30][CH:29]=[CH:28][CH:27]=1, predict the reactants needed to synthesize it. The reactants are: C([O:8][C:9]([N:11]1[C@H:15]([C:16]([OH:18])=O)[CH2:14][S:13][C@@H:12]1[C:19]1[N:20]([CH3:24])[CH:21]=[CH:22][N:23]=1)=[O:10])C1C=CC=CC=1.[CH2:25](OC(N1[C@H](C(O)=O)CS[C@H]1C1N(C)C=CN=1)=O)[C:26]1[CH:31]=[CH:30][CH:29]=[CH:28][CH:27]=1.CCN(C(C)C)C(C)C.CN(C(ON1N=NC2C=CC=NC1=2)=[N+](C)C)C.F[P-](F)(F)(F)(F)F.[NH2:82][C:83]1[S:84][CH:85]=[C:86]([C:88]2[CH:99]=[CH:98][C:91]([C:92]([NH:94][CH:95]3[CH2:97][CH2:96]3)=[O:93])=[CH:90][CH:89]=2)[N:87]=1.